This data is from Forward reaction prediction with 1.9M reactions from USPTO patents (1976-2016). The task is: Predict the product of the given reaction. (1) The product is: [ClH:54].[C:30]12([CH2:40][C:41]([NH:43][C:44]3[C:53]([Cl:54])=[CH:52][CH:51]=[C:50]4[C:45]=3[CH:46]=[CH:47][C:48]([CH2:17][CH2:16][C@@H:6]([OH:5])[CH2:7][OH:8])=[N:49]4)=[O:42])[CH2:37][CH:36]3[CH2:38][CH:32]([CH2:33][CH:34]([CH2:35]3)[CH2:39]1)[CH2:31]2. Given the reactants CC(C)([Si](C)(C)[O:5][C@H:6]([CH:16]=[CH2:17])[CH2:7][O:8][Si](C)(C)C(C)(C)C)C.O.P([O-])([O-])([O-])=O.[K+].[K+].[K+].[C:30]12([CH2:40][C:41]([NH:43][C:44]3[C:53]([Cl:54])=[CH:52][CH:51]=[C:50]4[C:45]=3[CH:46]=[CH:47][C:48](Cl)=[N:49]4)=[O:42])[CH2:39][CH:34]3[CH2:35][CH:36]([CH2:38][CH:32]([CH2:33]3)[CH2:31]1)[CH2:37]2, predict the reaction product. (2) Given the reactants Br[C:2]1[CH:3]=[CH:4][C:5]([Cl:12])=[C:6]([C:8]([F:11])([F:10])[F:9])[CH:7]=1.C([Li])CCC.B(F)(F)F.CCOCC.[CH2:27]([O:34][CH:35]1[CH2:41][CH2:40][CH:39]2[CH:37]([O:38]2)[CH2:36]1)[C:28]1[CH:33]=[CH:32][CH:31]=[CH:30][CH:29]=1.[Cl-].[NH4+], predict the reaction product. The product is: [CH2:27]([O:34][CH:35]1[CH2:41][CH2:40][CH:39]([OH:38])[CH:37]([C:2]2[CH:3]=[CH:4][C:5]([Cl:12])=[C:6]([C:8]([F:11])([F:10])[F:9])[CH:7]=2)[CH2:36]1)[C:28]1[CH:33]=[CH:32][CH:31]=[CH:30][CH:29]=1.